This data is from Forward reaction prediction with 1.9M reactions from USPTO patents (1976-2016). The task is: Predict the product of the given reaction. Given the reactants [F:1][C:2]([F:14])([F:13])[C:3]([OH:12])([C:8]([F:11])([F:10])[F:9])[CH2:4][CH:5]([OH:7])[CH3:6].N1C=CC=CC=1.[F:21][C:22](=[CH2:26])[C:23](F)=[O:24].C(OC(C)C)(C)C, predict the reaction product. The product is: [F:21][C:22](=[CH2:26])[C:23]([O:7][CH:5]([CH2:4][C:3]([OH:12])([C:8]([F:10])([F:11])[F:9])[C:2]([F:13])([F:14])[F:1])[CH3:6])=[O:24].